Dataset: Full USPTO retrosynthesis dataset with 1.9M reactions from patents (1976-2016). Task: Predict the reactants needed to synthesize the given product. (1) Given the product [CH3:30][C:10]1[N:9]=[C:8]([C:4]2[CH:3]=[C:2]([C:34]3[CH:35]=[CH:36][CH:37]=[CH:38][C:33]=3[C:32]([F:43])([F:42])[F:31])[CH:7]=[CH:6][CH:5]=2)[N:16]2[C:11]=1[CH:12]=[N:13][C:14]([NH:17][C:18]1[CH:23]=[C:22]([O:24][CH3:25])[C:21]([O:26][CH3:27])=[C:20]([O:28][CH3:29])[CH:19]=1)=[N:15]2, predict the reactants needed to synthesize it. The reactants are: Br[C:2]1[CH:3]=[C:4]([C:8]2[N:16]3[C:11]([CH:12]=[N:13][C:14]([NH:17][C:18]4[CH:23]=[C:22]([O:24][CH3:25])[C:21]([O:26][CH3:27])=[C:20]([O:28][CH3:29])[CH:19]=4)=[N:15]3)=[C:10]([CH3:30])[N:9]=2)[CH:5]=[CH:6][CH:7]=1.[F:31][C:32]([F:43])([F:42])[C:33]1[CH:38]=[CH:37][CH:36]=[CH:35][C:34]=1B(O)O.C(=O)([O-])[O-].[K+].[K+].O1CCOCC1. (2) Given the product [CH2:11]1[C:12]2[C:17](=[CH:16][CH:15]=[CH:14][CH:13]=2)[CH:18]=[C:10]1[N:19]1[CH:23]=[CH:22][CH:21]=[CH:20]1, predict the reactants needed to synthesize it. The reactants are: [O-]P([O-])([O-])=O.[K+].[K+].[K+].Br[C:10]1[CH2:11][C:12]2[C:17]([CH:18]=1)=[CH:16][CH:15]=[CH:14][CH:13]=2.[NH:19]1[CH:23]=[CH:22][CH:21]=[CH:20]1.C(P(C(C)(C)C)C1C=CC=CC=1C1C=CC=CC=1)(C)(C)C. (3) Given the product [C:30]([C:29]([CH3:33])([CH3:32])[C:21]1[CH:22]=[C:23]2[C:28](=[C:19]([C:15]3[CH:14]=[C:13]([CH:18]=[CH:17][CH:16]=3)[CH2:12][N:11]([C:8]3[CH:9]=[CH:10][C:5]([S:2][CH3:1])=[CH:6][CH:7]=3)[C:40]([C:37]3[CH:36]=[C:35]([CH3:34])[O:39][N:38]=3)=[O:41])[CH:20]=1)[N:27]=[CH:26][CH:25]=[CH:24]2)#[N:31], predict the reactants needed to synthesize it. The reactants are: [CH3:1][S:2]([C:5]1[CH:10]=[CH:9][C:8]([NH:11][CH2:12][C:13]2[CH:14]=[C:15]([C:19]3[CH:20]=[C:21]([C:29]([CH3:33])([CH3:32])[C:30]#[N:31])[CH:22]=[C:23]4[C:28]=3[N:27]=[CH:26][CH:25]=[CH:24]4)[CH:16]=[CH:17][CH:18]=2)=[CH:7][CH:6]=1)(=O)=O.[CH3:34][C:35]1[O:39][N:38]=[C:37]([C:40](Cl)=[O:41])[CH:36]=1.